From a dataset of NCI-60 drug combinations with 297,098 pairs across 59 cell lines. Regression. Given two drug SMILES strings and cell line genomic features, predict the synergy score measuring deviation from expected non-interaction effect. (1) Drug 1: CC1=CC=C(C=C1)C2=CC(=NN2C3=CC=C(C=C3)S(=O)(=O)N)C(F)(F)F. Drug 2: CC12CCC3C(C1CCC2O)C(CC4=C3C=CC(=C4)O)CCCCCCCCCS(=O)CCCC(C(F)(F)F)(F)F. Cell line: LOX IMVI. Synergy scores: CSS=3.93, Synergy_ZIP=4.08, Synergy_Bliss=8.30, Synergy_Loewe=1.93, Synergy_HSA=0.821. (2) Synergy scores: CSS=9.80, Synergy_ZIP=-7.21, Synergy_Bliss=-6.10, Synergy_Loewe=-13.1, Synergy_HSA=-6.37. Drug 1: CC1C(C(CC(O1)OC2CC(CC3=C2C(=C4C(=C3O)C(=O)C5=C(C4=O)C(=CC=C5)OC)O)(C(=O)CO)O)N)O.Cl. Drug 2: CS(=O)(=O)OCCCCOS(=O)(=O)C. Cell line: NCI-H460. (3) Drug 1: CC1=C(C=C(C=C1)NC2=NC=CC(=N2)N(C)C3=CC4=NN(C(=C4C=C3)C)C)S(=O)(=O)N.Cl. Drug 2: CN(CC1=CN=C2C(=N1)C(=NC(=N2)N)N)C3=CC=C(C=C3)C(=O)NC(CCC(=O)O)C(=O)O. Cell line: SK-MEL-5. Synergy scores: CSS=15.5, Synergy_ZIP=-5.78, Synergy_Bliss=-0.378, Synergy_Loewe=-17.7, Synergy_HSA=-4.69. (4) Drug 1: CC1=C(C=C(C=C1)NC2=NC=CC(=N2)N(C)C3=CC4=NN(C(=C4C=C3)C)C)S(=O)(=O)N.Cl. Drug 2: CC1=CC=C(C=C1)C2=CC(=NN2C3=CC=C(C=C3)S(=O)(=O)N)C(F)(F)F. Cell line: T-47D. Synergy scores: CSS=17.4, Synergy_ZIP=0.692, Synergy_Bliss=7.77, Synergy_Loewe=8.29, Synergy_HSA=8.89. (5) Drug 1: C1CCC(C1)C(CC#N)N2C=C(C=N2)C3=C4C=CNC4=NC=N3. Drug 2: CC1C(C(CC(O1)OC2CC(CC3=C2C(=C4C(=C3O)C(=O)C5=C(C4=O)C(=CC=C5)OC)O)(C(=O)CO)O)N)O.Cl. Cell line: SF-295. Synergy scores: CSS=35.0, Synergy_ZIP=-1.70, Synergy_Bliss=-2.64, Synergy_Loewe=-19.7, Synergy_HSA=-1.39. (6) Drug 1: CC1=CC=C(C=C1)C2=CC(=NN2C3=CC=C(C=C3)S(=O)(=O)N)C(F)(F)F. Drug 2: CN1C2=C(C=C(C=C2)N(CCCl)CCCl)N=C1CCCC(=O)O.Cl. Cell line: NCI-H522. Synergy scores: CSS=0.632, Synergy_ZIP=0.446, Synergy_Bliss=1.96, Synergy_Loewe=-0.289, Synergy_HSA=-0.381. (7) Drug 1: C1=CC(=CC=C1CC(C(=O)O)N)N(CCCl)CCCl.Cl. Drug 2: C(CC(=O)O)C(=O)CN.Cl. Cell line: SF-268. Synergy scores: CSS=7.13, Synergy_ZIP=-7.93, Synergy_Bliss=-6.70, Synergy_Loewe=-9.61, Synergy_HSA=-7.24. (8) Drug 1: CCCCC(=O)OCC(=O)C1(CC(C2=C(C1)C(=C3C(=C2O)C(=O)C4=C(C3=O)C=CC=C4OC)O)OC5CC(C(C(O5)C)O)NC(=O)C(F)(F)F)O. Drug 2: CN(C(=O)NC(C=O)C(C(C(CO)O)O)O)N=O. Cell line: PC-3. Synergy scores: CSS=27.7, Synergy_ZIP=-4.26, Synergy_Bliss=-1.51, Synergy_Loewe=-32.4, Synergy_HSA=-2.57. (9) Drug 1: C1=CC(=CC=C1CCCC(=O)O)N(CCCl)CCCl. Drug 2: C1=CN(C=N1)CC(O)(P(=O)(O)O)P(=O)(O)O. Cell line: MALME-3M. Synergy scores: CSS=-2.05, Synergy_ZIP=-6.41, Synergy_Bliss=-10.9, Synergy_Loewe=-12.1, Synergy_HSA=-10.5. (10) Synergy scores: CSS=8.99, Synergy_ZIP=0.0827, Synergy_Bliss=7.86, Synergy_Loewe=-0.965, Synergy_HSA=4.70. Drug 1: CC1=C(C=C(C=C1)NC2=NC=CC(=N2)N(C)C3=CC4=NN(C(=C4C=C3)C)C)S(=O)(=O)N.Cl. Cell line: HS 578T. Drug 2: C1=NC(=NC(=O)N1C2C(C(C(O2)CO)O)O)N.